Dataset: Full USPTO retrosynthesis dataset with 1.9M reactions from patents (1976-2016). Task: Predict the reactants needed to synthesize the given product. (1) Given the product [Cl:18][CH2:19][CH2:20][CH2:21][C:22]([NH:1][C:2]1[CH:7]=[C:6]([O:8][C:9]2[CH:14]=[CH:13][C:12]([NH2:15])=[CH:11][CH:10]=2)[CH:5]=[CH:4][N:3]=1)=[O:23], predict the reactants needed to synthesize it. The reactants are: [NH2:1][C:2]1[CH:7]=[C:6]([O:8][C:9]2[CH:14]=[CH:13][C:12]([N+:15]([O-])=O)=[CH:11][CH:10]=2)[CH:5]=[CH:4][N:3]=1.[Cl:18][CH2:19][CH2:20][CH2:21][C:22](Cl)=[O:23].C(N(CC)CC)C.CN(C)C=O. (2) Given the product [Cl:2][C:3]1[C:4]([CH:19]([S:28]([C:31]2[CH:36]=[CH:35][C:34]([Cl:37])=[CH:33][CH:32]=2)(=[O:30])=[O:29])[C:20]2[CH:25]=[C:24]([F:26])[CH:23]=[CH:22][C:21]=2[F:27])=[CH:5][C:6]([NH:9][S:10]([CH2:13][C:14]([NH2:1])=[O:15])(=[O:12])=[O:11])=[N:7][CH:8]=1, predict the reactants needed to synthesize it. The reactants are: [NH3:1].[Cl:2][C:3]1[C:4]([CH:19]([S:28]([C:31]2[CH:36]=[CH:35][C:34]([Cl:37])=[CH:33][CH:32]=2)(=[O:30])=[O:29])[C:20]2[CH:25]=[C:24]([F:26])[CH:23]=[CH:22][C:21]=2[F:27])=[CH:5][C:6]([NH:9][S:10]([CH2:13][C:14](OCC)=[O:15])(=[O:12])=[O:11])=[N:7][CH:8]=1. (3) The reactants are: C(OC([N:8]1[CH2:13][CH2:12][CH:11]([C:14](O)=O)[CH2:10][CH2:9]1)=O)(C)(C)C.C1N=CN(C(N2C=NC=C2)=O)C=1.[NH2:29][C:30]1[CH:31]=[C:32]([CH:35]=[CH:36][C:37]=1[NH2:38])[C:33]#[N:34]. Given the product [NH:8]1[CH2:9][CH2:10][CH:11]([C:14]2[NH:38][C:37]3[CH:36]=[CH:35][C:32]([C:33]#[N:34])=[CH:31][C:30]=3[N:29]=2)[CH2:12][CH2:13]1, predict the reactants needed to synthesize it. (4) Given the product [Si:15]([O:1][CH:2]1[CH2:7][C:6]([C:8]#[N:9])=[CH:5][CH2:4][CH2:3]1)([C:18]([CH3:21])([CH3:20])[CH3:19])([CH3:17])[CH3:16], predict the reactants needed to synthesize it. The reactants are: [OH:1][CH:2]1[CH2:7][C:6]([C:8]#[N:9])=[CH:5][CH2:4][CH2:3]1.N1C=CN=C1.[Si:15](Cl)([C:18]([CH3:21])([CH3:20])[CH3:19])([CH3:17])[CH3:16]. (5) Given the product [NH2:19][C:11]1[CH:10]=[C:9]([CH:14]=[CH:13][C:12]=1[C:15]([F:16])([F:17])[F:18])[C:8]([NH:7][C:4]1[CH:3]=[CH:2][C:1]([C:23]2[CH:28]=[CH:27][CH:26]=[CH:25][CH:24]=2)=[CH:6][CH:5]=1)=[O:22], predict the reactants needed to synthesize it. The reactants are: [C:1]1([C:23]2[CH:28]=[CH:27][CH:26]=[CH:25][CH:24]=2)[CH:6]=[CH:5][C:4]([NH:7][C:8](=[O:22])[C:9]2[CH:14]=[CH:13][C:12]([C:15]([F:18])([F:17])[F:16])=[C:11]([N+:19]([O-])=O)[CH:10]=2)=[CH:3][CH:2]=1. (6) Given the product [Cl:1][C:2]1[CH:7]=[C:6]2[NH:8][C:9](=[O:40])[C:10]3([CH:15]([C:16]4[CH:21]=[C:20]([Cl:22])[CH:19]=[CH:18][C:17]=4[O:23][C:24]([C:27]([O:29][CH3:30])=[O:28])([CH3:26])[CH3:25])[CH2:14][C:13](=[S:42])[NH:12][CH:11]3[C:32]3[CH:37]=[C:36]([F:38])[CH:35]=[CH:34][C:33]=3[CH3:39])[C:5]2=[CH:4][CH:3]=1, predict the reactants needed to synthesize it. The reactants are: [Cl:1][C:2]1[CH:7]=[C:6]2[NH:8][C:9](=[O:40])[C:10]3([CH:15]([C:16]4[CH:21]=[C:20]([Cl:22])[CH:19]=[CH:18][C:17]=4[O:23][C:24]([C:27]([O:29][CH3:30])=[O:28])([CH3:26])[CH3:25])[CH2:14][C:13](=O)[NH:12][CH:11]3[C:32]3[CH:37]=[C:36]([F:38])[CH:35]=[CH:34][C:33]=3[CH3:39])[C:5]2=[CH:4][CH:3]=1.P12(SP3(SP(SP(S3)(S1)=S)(=S)S2)=S)=[S:42]. (7) Given the product [NH2:17][C:18]1[N:39]=[C:38]([NH:1][CH2:2][C:3]([OH:5])=[O:4])[CH:37]=[CH:36][C:19]=1[C:20](=[O:21])[NH:22][CH2:23][C:24]1[S:25][C:26]([O:29][C:30]2[CH:31]=[CH:32][CH:33]=[CH:34][CH:35]=2)=[CH:27][CH:28]=1, predict the reactants needed to synthesize it. The reactants are: [NH2:1][CH2:2][C:3]([OH:5])=[O:4].N12CCCN=C1CCCCC2.[NH2:17][C:18]1[N:39]=[C:38](Cl)[CH:37]=[CH:36][C:19]=1[C:20]([NH:22][CH2:23][C:24]1[S:25][C:26]([O:29][C:30]2[CH:35]=[CH:34][CH:33]=[CH:32][CH:31]=2)=[CH:27][CH:28]=1)=[O:21].C1C=CC(CC(NCN[C@H](C(O)=O)CC2C=CC([N+]([O-])=O)=CC=2)=O)=CC=1.